The task is: Predict which catalyst facilitates the given reaction.. This data is from Catalyst prediction with 721,799 reactions and 888 catalyst types from USPTO. (1) Product: [CH2:18]([CH:17]([C:10]1[C:11]([CH2:13][CH2:14][CH2:15][O:16][CH2:32][O:31][CH3:35])=[CH:12][NH:8][N:9]=1)[CH2:20][CH3:21])[CH3:19]. The catalyst class is: 6. Reactant: C([N:8]1[CH:12]=[C:11]([CH2:13][CH2:14][CH2:15][OH:16])[C:10]([CH:17]([CH2:20][CH3:21])[CH2:18][CH3:19])=[N:9]1)C1C=CC=CC=1.C(N(C(C)C)C(C)C)C.[O:31]1[CH2:35]CC[CH2:32]1.COCCl. (2) The catalyst class is: 1. Reactant: [CH2:1]([O:8][C:9]1[CH:14]=[CH:13][C:12]([C:15]2[NH:29][C:18]3=[N:19][C:20]([C:23]4[CH2:24][CH2:25][NH:26][CH2:27][CH:28]=4)=[CH:21][CH:22]=[C:17]3[N:16]=2)=[CH:11][CH:10]=1)[C:2]1[CH:7]=[CH:6][CH:5]=[CH:4][CH:3]=1.CCN(C(C)C)C(C)C.[C:39](Cl)(=[O:41])[CH3:40].O. Product: [CH2:1]([O:8][C:9]1[CH:14]=[CH:13][C:12]([C:15]2[NH:29][C:18]3=[N:19][C:20]([C:23]4[CH2:24][CH2:25][N:26]([C:39](=[O:41])[CH3:40])[CH2:27][CH:28]=4)=[CH:21][CH:22]=[C:17]3[N:16]=2)=[CH:11][CH:10]=1)[C:2]1[CH:3]=[CH:4][CH:5]=[CH:6][CH:7]=1. (3) Reactant: [Br:1][C:2]1[CH:3]=[CH:4][C:5]2[O:9][C:8]([CH2:10]O)=[C:7]([CH3:12])[C:6]=2[C:13]=1[O:14][CH:15]([CH3:17])[CH3:16].S(Cl)([Cl:20])=O. Product: [Br:1][C:2]1[CH:3]=[CH:4][C:5]2[O:9][C:8]([CH2:10][Cl:20])=[C:7]([CH3:12])[C:6]=2[C:13]=1[O:14][CH:15]([CH3:17])[CH3:16]. The catalyst class is: 4.